This data is from Reaction yield outcomes from USPTO patents with 853,638 reactions. The task is: Predict the reaction yield, written as a fraction of the theoretical maximum amount of product (1.0 means a 100% yield; for example, 0.34 means a 34% yield). The catalyst is O.CN(C=O)C.C(Cl)Cl.[Pd](Cl)Cl.C1(P(C2C=CC=CC=2)[C-]2C=CC=C2)C=CC=CC=1.[C-]1(P(C2C=CC=CC=2)C2C=CC=CC=2)C=CC=C1.[Fe+2]. The yield is 0.300. The reactants are C[O:2][C:3]([C:5]1[CH:10]=[CH:9][C:8]([N:11]2[CH2:14][C:13]([F:16])([F:15])[CH2:12]2)=[C:7](Cl)[N:6]=1)=[O:4].C(=O)([O-])[O-].[Cs+].[Cs+].[Cl:24][C:25]1[CH:26]=[C:27](B(O)O)[CH:28]=[CH:29][CH:30]=1. The product is [Cl:24][C:25]1[CH:30]=[C:29]([C:7]2[N:6]=[C:5]([C:3]([OH:2])=[O:4])[CH:10]=[CH:9][C:8]=2[N:11]2[CH2:14][C:13]([F:16])([F:15])[CH2:12]2)[CH:28]=[CH:27][CH:26]=1.